This data is from Catalyst prediction with 721,799 reactions and 888 catalyst types from USPTO. The task is: Predict which catalyst facilitates the given reaction. (1) Reactant: [Br:1][C:2]1[CH:3]=[C:4]2[C:9](=[CH:10][CH:11]=1)[NH:8][C:7](=O)[N:6]=[C:5]2[C:13]1[CH:18]=[CH:17][N:16]=[CH:15][CH:14]=1.S(Cl)([Cl:21])=O. Product: [Br:1][C:2]1[CH:3]=[C:4]2[C:9](=[CH:10][CH:11]=1)[N:8]=[C:7]([Cl:21])[N:6]=[C:5]2[C:13]1[CH:18]=[CH:17][N:16]=[CH:15][CH:14]=1. The catalyst class is: 3. (2) Reactant: CC1C=CC(S(O[C@H:12]([CH2:14][CH:15]([CH3:20])[CH2:16][CH2:17][CH:18]=[CH2:19])[CH3:13])(=O)=O)=CC=1.[CH2:21]([O:23][C:24](=[O:40])[CH2:25][N:26]=[C:27]([C:34]1[CH:39]=[CH:38][CH:37]=[CH:36][CH:35]=1)[C:28]1[CH:33]=[CH:32][CH:31]=[CH:30][CH:29]=1)[CH3:22].[Li+].C[Si]([N-][Si](C)(C)C)(C)C. Product: [C:28]1([C:27](=[N:26][CH:25]([C@H:12]([CH3:13])[CH2:14][CH:15]([CH3:20])[CH2:16][CH2:17][CH:18]=[CH2:19])[C:24]([O:23][CH2:21][CH3:22])=[O:40])[C:34]2[CH:39]=[CH:38][CH:37]=[CH:36][CH:35]=2)[CH:29]=[CH:30][CH:31]=[CH:32][CH:33]=1. The catalyst class is: 11. (3) Reactant: [CH3:1][N:2]1[C:10]2[C:5](=[CH:6][CH:7]=[C:8]([CH3:11])[CH:9]=2)[C:4]([C:12]2[N:17]=[C:16]3[C:18]([C:21](O)=[O:22])=[CH:19][NH:20][C:15]3=[N:14][CH:13]=2)=[N:3]1.Cl.[NH2:25][C:26]1([C:29]#[N:30])[CH2:28][CH2:27]1.CCN=C=NCCCN(C)C.O. Product: [C:29]([C:26]1([NH:25][C:21]([C:18]2[C:16]3=[N:17][C:12]([C:4]4[C:5]5[C:10](=[CH:9][C:8]([CH3:11])=[CH:7][CH:6]=5)[N:2]([CH3:1])[N:3]=4)=[CH:13][N:14]=[C:15]3[NH:20][CH:19]=2)=[O:22])[CH2:28][CH2:27]1)#[N:30]. The catalyst class is: 239. (4) Reactant: [CH3:1][C:2]1[O:3][CH:4]=[C:5]([C:7]2[CH:8]=[C:9]([CH:13]=[CH:14][CH:15]=2)[C:10]([OH:12])=[O:11])[N:6]=1.[CH3:16]COCC. Product: [CH3:16][O:11][C:10](=[O:12])[C:9]1[CH:13]=[CH:14][CH:15]=[C:7]([C:5]2[N:6]=[C:2]([CH3:1])[O:3][CH:4]=2)[CH:8]=1. The catalyst class is: 5. (5) Reactant: Cl[CH2:2][CH2:3][CH2:4][CH:5]([C:17]1O[C:19]([C:22]2[CH:27]=[CH:26][C:25]([C:28]3[O:32][C:31]([CH3:33])=[N:30][CH:29]=3)=[C:24]([O:34][CH3:35])[CH:23]=2)=[N:20][N:21]=1)[C:6]1[CH:11]=[CH:10][C:9]([F:12])=[CH:8][C:7]=1[C:13]([F:16])([F:15])[F:14].[N-:36]=[N+]=[N-].[Na+]. Product: [F:12][C:9]1[CH:10]=[CH:11][C:6]([CH:5]2[CH2:4][CH2:3][CH2:2][N:36]3[C:19]([C:22]4[CH:27]=[CH:26][C:25]([C:28]5[O:32][C:31]([CH3:33])=[N:30][CH:29]=5)=[C:24]([O:34][CH3:35])[CH:23]=4)=[N:20][N:21]=[C:17]23)=[C:7]([C:13]([F:16])([F:15])[F:14])[CH:8]=1. The catalyst class is: 148. (6) Reactant: [Cl:1][C:2]1[C:18]([CH3:19])=[C:17]([B:20]2[O:24][C:23]([CH3:26])([CH3:25])[C:22]([CH3:28])([CH3:27])[O:21]2)[CH:16]=[C:15]([O:29][CH3:30])[C:3]=1[O:4][Si](C(C)C)(C(C)C)C(C)C.CCCC[N+](CCCC)(CCCC)CCCC.[F-]. Product: [Cl:1][C:2]1[C:18]([CH3:19])=[C:17]([B:20]2[O:24][C:23]([CH3:25])([CH3:26])[C:22]([CH3:27])([CH3:28])[O:21]2)[CH:16]=[C:15]([O:29][CH3:30])[C:3]=1[OH:4]. The catalyst class is: 49. (7) Reactant: [Br:1][C:2]1[CH:7]=[CH:6][C:5]([OH:8])=[C:4]([Cl:9])[CH:3]=1.P(OC1C=CC=CC=1)(OC1C=CC=CC=1)(O[CH2:13][CH2:14][C:15]([CH3:17])=[CH2:16])=O. Product: [Br:1][C:2]1[CH:7]=[CH:6][C:5]([O:8][CH2:13][CH2:14][C:15]([CH3:17])=[CH2:16])=[C:4]([Cl:9])[CH:3]=1. The catalyst class is: 18. (8) Reactant: Br[C:2]1[CH:14]=[CH:13][C:5]([C:6]([CH2:8][CH2:9][C:10]([OH:12])=[O:11])=[O:7])=[CH:4][C:3]=1[N+:15]([O-:17])=[O:16].[C:18]1(OB(O)O)[CH:23]=[CH:22][CH:21]=[CH:20][CH:19]=1.C(=O)([O-])[O-].[Cs+].[Cs+]. Product: [N+:15]([C:3]1[CH:4]=[C:5]([CH:13]=[CH:14][C:2]=1[C:18]1[CH:23]=[CH:22][CH:21]=[CH:20][CH:19]=1)[C:6]([CH2:8][CH2:9][C:10]([OH:12])=[O:11])=[O:7])([O-:17])=[O:16]. The catalyst class is: 12. (9) Reactant: [Cl:1][C:2]1[C:7]([C:8]2[CH:13]=[CH:12][CH:11]=[CH:10][CH:9]=2)=[N:6][N:5]=[C:4]2[NH:14][N:15]=[CH:16][C:3]=12.[I:17]N1C(=O)CCC1=O. Product: [Cl:1][C:2]1[C:7]([C:8]2[CH:13]=[CH:12][CH:11]=[CH:10][CH:9]=2)=[N:6][N:5]=[C:4]2[NH:14][N:15]=[C:16]([I:17])[C:3]=12. The catalyst class is: 10. (10) Reactant: [Cl:1][C:2]1[CH:14]=[C:13]([Cl:15])[CH:12]=[CH:11][C:3]=1[O:4][C:5]([CH3:10])([CH3:9])[C:6](O)=[O:7].CC[N:18]=C=NCCCN(C)C.C1C=CC2N(O)N=NC=2C=1.C(N(CC)CC)C. Product: [Cl:1][C:2]1[CH:14]=[C:13]([Cl:15])[CH:12]=[CH:11][C:3]=1[O:4][C:5]([CH3:10])([CH3:9])[C:6]([NH2:18])=[O:7]. The catalyst class is: 2.